This data is from Forward reaction prediction with 1.9M reactions from USPTO patents (1976-2016). The task is: Predict the product of the given reaction. (1) Given the reactants Br[C:2]1[CH:7]=[CH:6][C:5]([C:8]2([C:11]([O:13][C:14]([CH3:17])([CH3:16])[CH3:15])=[O:12])[CH2:10][CH2:9]2)=[CH:4][CH:3]=1.[C:18](=[O:25])([O:20][C:21]([CH3:24])([CH3:23])[CH3:22])[NH2:19].[Na].C(P(C(C)(C)C)C(C)(C)C)(C)(C)C.C1(C)C=CC=CC=1, predict the reaction product. The product is: [C:21]([O:20][C:18]([NH:19][C:2]1[CH:7]=[CH:6][C:5]([C:8]2([C:11]([O:13][C:14]([CH3:17])([CH3:16])[CH3:15])=[O:12])[CH2:10][CH2:9]2)=[CH:4][CH:3]=1)=[O:25])([CH3:24])([CH3:23])[CH3:22]. (2) Given the reactants [CH3:1][N:2]1[C:6]2[CH:7]=[CH:8][C:9]([C:11]([OH:13])=O)=[CH:10][C:5]=2[N:4]=[C:3]1[NH:14][C:15]1[S:16][C:17]2[CH:23]=[CH:22][C:21]([O:24][C:25]([F:28])([F:27])[F:26])=[CH:20][C:18]=2[N:19]=1.[CH3:29][O:30][CH2:31][CH2:32][NH2:33].CN(C(ON1N=NC2C=CC=CC1=2)=[N+](C)C)C.F[P-](F)(F)(F)(F)F.CCN(C(C)C)C(C)C, predict the reaction product. The product is: [CH3:29][O:30][CH2:31][CH2:32][NH:33][C:11]([C:9]1[CH:8]=[CH:7][C:6]2[N:2]([CH3:1])[C:3]([NH:14][C:15]3[S:16][C:17]4[CH:23]=[CH:22][C:21]([O:24][C:25]([F:27])([F:28])[F:26])=[CH:20][C:18]=4[N:19]=3)=[N:4][C:5]=2[CH:10]=1)=[O:13]. (3) The product is: [OH:7][C:6]1[CH:8]=[CH:9][C:10]([O:12][C:13]2[CH:14]=[CH:15][C:16]([N+:23]([O-:25])=[O:24])=[C:17]([C:18]([O:20][CH3:21])=[O:19])[CH:22]=2)=[CH:11][C:5]=1[C:4]([O:3][CH3:2])=[O:26]. Given the reactants C[C:2]1(C)[O:7][C:6]2[CH:8]=[CH:9][C:10]([O:12][C:13]3[CH:14]=[CH:15][C:16]([N+:23]([O-:25])=[O:24])=[C:17]([CH:22]=3)[C:18]([O:20][CH3:21])=[O:19])=[CH:11][C:5]=2[C:4](=[O:26])[O:3]1.C[O-].[Na+], predict the reaction product. (4) Given the reactants [Br:1][C:2]1[CH:7]=[CH:6][C:5]([NH:8][C:9]2[C:10]([CH:19]=[O:20])=[CH:11][C:12]3[NH:16][CH:15]=[N:14][C:13]=3[C:17]=2[F:18])=[C:4]([Cl:21])[CH:3]=1.C([Sn](CCCC)(CCCC)[CH2:27][O:28][CH2:29][O:30][CH3:31])CCC, predict the reaction product. The product is: [Br:1][C:2]1[CH:7]=[CH:6][C:5]([NH:8][C:9]2[C:10]([CH:19]([OH:20])[CH2:27][O:28][CH2:29][O:30][CH3:31])=[CH:11][C:12]3[NH:16][CH:15]=[N:14][C:13]=3[C:17]=2[F:18])=[C:4]([Cl:21])[CH:3]=1. (5) Given the reactants CS([C:5]1[N:10]=[C:9](/[CH:11]=[C:12]2/[C:13](=[O:26])[N:14](CCC3C=CC=CN=3)[C:15](=[O:17])[S:16]/2)[CH:8]=[CH:7][N:6]=1)(=O)=O.C(OC(=O)[NH:33][CH2:34][CH:35]1[CH2:40][CH2:39][NH:38][CH2:37][CH2:36]1)(C)(C)C, predict the reaction product. The product is: [NH2:33][CH2:34][CH:35]1[CH2:40][CH2:39][N:38]([C:7]2[N:6]=[CH:5][N:10]=[C:9](/[CH:11]=[C:12]3/[C:13](=[O:26])[NH:14][C:15](=[O:17])[S:16]/3)[CH:8]=2)[CH2:37][CH2:36]1. (6) Given the reactants [Si:1]([O:8][C@@H:9]1[CH2:14][C@@H:13]([CH2:15][OH:16])[O:12][C:11](=[O:17])[CH2:10]1)([C:4]([CH3:7])([CH3:6])[CH3:5])([CH3:3])[CH3:2].CC(OI1(OC(C)=O)(OC(C)=O)OC(=O)C2C=CC=CC1=2)=O, predict the reaction product. The product is: [Si:1]([O:8][C@H:9]1[CH2:10][C:11](=[O:17])[O:12][C@H:13]([CH:15]=[O:16])[CH2:14]1)([C:4]([CH3:7])([CH3:6])[CH3:5])([CH3:3])[CH3:2]. (7) Given the reactants [Cl:1][C:2]1[CH:7]=[C:6](I)[CH:5]=[C:4]([Cl:9])[C:3]=1[NH:10][C:11]1[C:20]2[CH:21]=[CH:22][NH:23][C:24](=[O:25])[C:19]=2[C:18]2[C:13](=[CH:14][CH:15]=[N:16][CH:17]=2)[N:12]=1.C(=O)([O-])[O-].[Na+].[Na+].CC(O)(/C=C/B1O[C:40](C)([CH3:42])[C:39]([CH3:45])([CH3:44])[O:38]1)C, predict the reaction product. The product is: [Cl:1][C:2]1[CH:7]=[C:6](/[CH:42]=[CH:40]/[C:39]([OH:38])([CH3:45])[CH3:44])[CH:5]=[C:4]([Cl:9])[C:3]=1[NH:10][C:11]1[C:20]2[CH:21]=[CH:22][NH:23][C:24](=[O:25])[C:19]=2[C:18]2[C:13](=[CH:14][CH:15]=[N:16][CH:17]=2)[N:12]=1. (8) Given the reactants C([N:8]1[CH2:13][CH2:12][CH:11]([C:14]#[N:15])[CH2:10][CH2:9]1)C1C=CC=CC=1.[Cl:16]C(OC(Cl)C)=O, predict the reaction product. The product is: [ClH:16].[NH:8]1[CH2:13][CH2:12][CH:11]([C:14]#[N:15])[CH2:10][CH2:9]1. (9) Given the reactants [O:1]=[C:2]1[CH2:10][C:9]2[C:4](=[CH:5][C:6]([C:11]([OH:13])=[O:12])=[CH:7][CH:8]=2)[NH:3]1.[N:14]1([CH2:19][CH2:20][O:21][C:22]2[CH:23]=[C:24]3[C:28](=[CH:29][CH:30]=2)[NH:27][C:26]([CH:31]=O)=[CH:25]3)[CH2:18][CH2:17][CH2:16][CH2:15]1, predict the reaction product. The product is: [O:1]=[C:2]1[C:10](=[CH:31][C:26]2[NH:27][C:28]3[C:24]([CH:25]=2)=[CH:23][C:22]([O:21][CH2:20][CH2:19][N:14]2[CH2:18][CH2:17][CH2:16][CH2:15]2)=[CH:30][CH:29]=3)[C:9]2[C:4](=[CH:5][C:6]([C:11]([OH:13])=[O:12])=[CH:7][CH:8]=2)[NH:3]1. (10) Given the reactants ClC1C=CC(C([N:8]2[C:16]3[C:11](=[CH:12][C:13]([O:17][CH3:18])=[CH:14][CH:15]=3)[C:10]([CH2:19][C:20]([NH2:22])=[O:21])=[C:9]2[CH3:23])=O)=CC=1.[OH-].[Na+].Cl, predict the reaction product. The product is: [CH3:18][O:17][C:13]1[CH:12]=[C:11]2[C:16](=[CH:15][CH:14]=1)[NH:8][C:9]([CH3:23])=[C:10]2[CH2:19][C:20]([NH2:22])=[O:21].